Dataset: Forward reaction prediction with 1.9M reactions from USPTO patents (1976-2016). Task: Predict the product of the given reaction. (1) Given the reactants CN(C(ON1N=NC2C=CC=NC1=2)=[N+](C)C)C.F[P-](F)(F)(F)(F)F.[CH3:25][C:26]1[N:27]=[C:28]([C:45]2[CH:50]=[CH:49][C:48]([C:51]([F:54])([F:53])[F:52])=[CH:47][CH:46]=2)[S:29][C:30]=1[CH2:31][NH:32][C:33]1[CH:38]=[CH:37][C:36]([C@@H:39]2[CH2:41][C@H:40]2[C:42](O)=[O:43])=[CH:35][CH:34]=1.[N:55]1[CH:60]=[CH:59][C:58]([CH2:61][NH2:62])=[CH:57][CH:56]=1.[C:63]([O-:66])(O)=[O:64].[Na+], predict the reaction product. The product is: [OH:66][C:63]([C:51]([F:54])([F:53])[F:52])=[O:64].[CH3:25][C:26]1[N:27]=[C:28]([C:45]2[CH:46]=[CH:47][C:48]([C:51]([F:54])([F:52])[F:53])=[CH:49][CH:50]=2)[S:29][C:30]=1[CH2:31][NH:32][C:33]1[CH:34]=[CH:35][C:36]([C@@H:39]2[CH2:41][C@H:40]2[C:42]([NH:62][CH2:61][C:58]2[CH:59]=[CH:60][N:55]=[CH:56][CH:57]=2)=[O:43])=[CH:37][CH:38]=1. (2) Given the reactants [Br:1][C:2]1[CH:8]=[C:7]([F:9])[CH:6]=[CH:5][C:3]=1[NH2:4].N1C=CC=CC=1.[CH3:16][S:17](Cl)(=[O:19])=[O:18].O, predict the reaction product. The product is: [Br:1][C:2]1[CH:8]=[C:7]([F:9])[CH:6]=[CH:5][C:3]=1[NH:4][S:17]([CH3:16])(=[O:19])=[O:18]. (3) Given the reactants [NH2:1][C:2]1[N:10]=[CH:9][CH:8]=[CH:7][C:3]=1[C:4]([OH:6])=O.ON1C2C=CC=CC=2N=N1.CCN=C=NCCCN(C)C.[CH3:32][C:33]1[C:47]([CH3:48])=[C:46]([CH3:49])[CH:45]=[CH:44][C:34]=1[S:35][C:36]1[CH:43]=[CH:42][C:39]([CH2:40][NH2:41])=[CH:38][CH:37]=1.C(=O)(O)[O-].[Na+], predict the reaction product. The product is: [CH3:32][C:33]1[C:47]([CH3:48])=[C:46]([CH3:49])[CH:45]=[CH:44][C:34]=1[S:35][C:36]1[CH:37]=[CH:38][C:39]([CH2:40][NH:41][C:4](=[O:6])[C:3]2[CH:7]=[CH:8][CH:9]=[N:10][C:2]=2[NH2:1])=[CH:42][CH:43]=1. (4) The product is: [N:13]1([C:7]2[C:8]3[N:9]([CH:10]=[N:11][N:12]=3)[C:4]3[CH:3]=[C:2]([C:21]#[N:22])[CH:20]=[N:19][C:5]=3[N:6]=2)[CH2:18][CH2:17][NH:16][CH2:15][CH2:14]1. Given the reactants Br[C:2]1[CH:20]=[N:19][C:5]2[N:6]=[C:7]([N:13]3[CH2:18][CH2:17][NH:16][CH2:15][CH2:14]3)[C:8]3[N:9]([CH:10]=[N:11][N:12]=3)[C:4]=2[CH:3]=1.[CH3:21][N:22](C=O)C, predict the reaction product. (5) Given the reactants [NH2:1][C:2]1[CH:9]=[CH:8][C:7]([C:10]([F:13])([F:12])[F:11])=[CH:6][C:3]=1[C:4]#[N:5].NC1C([C:21]#[N:22])=C(F)C(Br)=CC=1.C(OC([N:32]([CH:34]1[CH2:37][NH:36][CH2:35]1)[CH3:33])=O)(C)(C)C.[C:38]([N:45]1CCNCC1)(OC(C)(C)C)=O, predict the reaction product. The product is: [CH3:33][NH:32][CH:34]1[CH2:35][N:36]([C:38]2[N:45]3[N:22]=[CH:21][N:5]=[C:4]3[C:3]3[CH:6]=[C:7]([C:10]([F:11])([F:12])[F:13])[CH:8]=[CH:9][C:2]=3[N:1]=2)[CH2:37]1. (6) Given the reactants [CH2:1]([O:8][C@H:9]1[C@H:13]([OH:14])[CH2:12][N:11]([C:15]([O:17][C:18]([CH3:21])([CH3:20])[CH3:19])=[O:16])[CH2:10]1)[C:2]1[CH:7]=[CH:6][CH:5]=[CH:4][CH:3]=1.CC(OI1(OC(C)=O)(OC(C)=O)OC(=O)C2C=CC=CC1=2)=O, predict the reaction product. The product is: [CH2:1]([O:8][CH:9]1[C:13](=[O:14])[CH2:12][N:11]([C:15]([O:17][C:18]([CH3:21])([CH3:20])[CH3:19])=[O:16])[CH2:10]1)[C:2]1[CH:3]=[CH:4][CH:5]=[CH:6][CH:7]=1.